Dataset: Full USPTO retrosynthesis dataset with 1.9M reactions from patents (1976-2016). Task: Predict the reactants needed to synthesize the given product. (1) The reactants are: [CH3:1][O:2][C:3]1[CH:20]=[CH:19][CH:18]=[CH:17][C:4]=1[C:5]([NH:7][C:8]1[S:9][CH:10]=[C:11]([CH3:16])[C:12]=1[C:13]([NH2:15])=[O:14])=O.[OH-].[Na+].CCO. Given the product [CH3:1][O:2][C:3]1[CH:20]=[CH:19][CH:18]=[CH:17][C:4]=1[C:5]1[NH:15][C:13](=[O:14])[C:12]2[C:11]([CH3:16])=[CH:10][S:9][C:8]=2[N:7]=1, predict the reactants needed to synthesize it. (2) The reactants are: [Cl:1][C:2]1[CH:7]=[C:6]([CH3:8])[CH:5]=[CH:4][C:3]=1[C:9]1[C:14]([CH:15]([CH2:20][CH2:21][CH3:22])[C:16]([O:18]C)=[O:17])=[C:13]([CH3:23])[N:12]=[C:11]([N:24]2[CH2:29][CH2:28][CH2:27][CH2:26][CH2:25]2)[N:10]=1.[OH-].[Na+]. Given the product [Cl:1][C:2]1[CH:7]=[C:6]([CH3:8])[CH:5]=[CH:4][C:3]=1[C:9]1[C:14]([CH:15]([CH2:20][CH2:21][CH3:22])[C:16]([OH:18])=[O:17])=[C:13]([CH3:23])[N:12]=[C:11]([N:24]2[CH2:25][CH2:26][CH2:27][CH2:28][CH2:29]2)[N:10]=1, predict the reactants needed to synthesize it. (3) Given the product [CH3:13][S:14][C:15]1[C:23]2[C:18](=[CH:19][C:20]([NH:24][C:2](=[O:5])[NH:40][CH:41]3[CH2:45][CH2:44][N:43]([C:46]([O:48][C:49]([CH3:52])([CH3:51])[CH3:50])=[O:47])[CH2:42]3)=[CH:21][CH:22]=2)[N:17]([C:25]2[CH:26]=[CH:27][CH:28]=[CH:29][CH:30]=2)[N:16]=1, predict the reactants needed to synthesize it. The reactants are: Cl[C:2]([O:5]C(=O)OC(Cl)(Cl)Cl)(Cl)Cl.[CH3:13][S:14][C:15]1[C:23]2[C:18](=[CH:19][C:20]([NH2:24])=[CH:21][CH:22]=2)[N:17]([C:25]2[CH:30]=[CH:29][CH:28]=[CH:27][CH:26]=2)[N:16]=1.CCN(C(C)C)C(C)C.[NH2:40][CH:41]1[CH2:45][CH2:44][N:43]([C:46]([O:48][C:49]([CH3:52])([CH3:51])[CH3:50])=[O:47])[CH2:42]1. (4) Given the product [O:20]=[C:18]([CH2:33][CH2:32][C:27]1[CH:29]=[CH:49][CH:48]=[CH:47][C:26]=1[CH2:25][O:37][CH2:11][CH2:12][N:8]1[CH2:1][CH2:46][CH2:45][CH2:9]1)[CH2:17][C:16]([O:22][CH3:23])=[O:21], predict the reactants needed to synthesize it. The reactants are: [C:1]([N:8]1[CH:12]=[CH:11]N=[CH:9]1)(N1C=CN=C1)=O.[Cl-].[Mg+2].[Cl-].[C:16]([O:22][CH3:23])(=[O:21])[CH2:17][C:18]([O-:20])=O.[K+].[C:25]([O-:37])(=O)[CH2:26][C:27]([CH2:32][C:33]([O-])=O)([C:29]([O-])=O)O.[Na+].[Na+].[Na+].[C:45](O[CH2:45][CH3:46])(=O)[CH3:46].[CH3:47][CH2:48][CH2:49][CH2:47][CH2:48][CH3:49]. (5) Given the product [Br:12][C:10]1[CH:11]=[C:2]([NH:1][CH:17]2[CH2:18][CH2:19][S:14][CH2:15][CH2:16]2)[C:3]([CH3:13])=[C:4]([CH:9]=1)[C:5]([O:7][CH3:8])=[O:6], predict the reactants needed to synthesize it. The reactants are: [NH2:1][C:2]1[C:3]([CH3:13])=[C:4]([CH:9]=[C:10]([Br:12])[CH:11]=1)[C:5]([O:7][CH3:8])=[O:6].[S:14]1[CH2:19][CH2:18][C:17](=O)[CH2:16][CH2:15]1.C(O)(=O)C.C(O[BH-](OC(=O)C)OC(=O)C)(=O)C.[Na+].C([O-])(O)=O.[Na+].